This data is from Reaction yield outcomes from USPTO patents with 853,638 reactions. The task is: Predict the reaction yield, written as a fraction of the theoretical maximum amount of product (1.0 means a 100% yield; for example, 0.34 means a 34% yield). (1) The reactants are [F:1][C:2]1[CH:3]=[CH:4][C:5]([I:11])=[C:6]([CH:10]=1)[C:7]([OH:9])=[O:8].S(=O)(=O)(O)O.[CH3:17]O. No catalyst specified. The product is [CH3:17][O:8][C:7](=[O:9])[C:6]1[CH:10]=[C:2]([F:1])[CH:3]=[CH:4][C:5]=1[I:11]. The yield is 0.950. (2) The catalyst is C(Cl)Cl. The yield is 1.00. The reactants are Cl.[CH3:2][NH:3][O:4][CH3:5].[F:6][C:7]([F:18])([F:17])[C:8]1[CH:9]=[C:10]([CH:14]=[CH:15][CH:16]=1)[C:11](Cl)=[O:12]. The product is [CH3:5][O:4][N:3]([CH3:2])[C:11](=[O:12])[C:10]1[CH:14]=[CH:15][CH:16]=[C:8]([C:7]([F:18])([F:17])[F:6])[CH:9]=1. (3) The reactants are [Cl:1][C:2]1[CH:15]=[CH:14][C:5]([O:6][C:7]2[CH:13]=[CH:12][C:10]([NH2:11])=[CH:9][CH:8]=2)=[CH:4][CH:3]=1.C(OC([NH:23][C@@H:24]([CH2:28][CH2:29][C:30]1[CH:35]=[CH:34][CH:33]=[CH:32][CH:31]=1)[C:25](O)=[O:26])=O)(C)(C)C. No catalyst specified. The product is [NH2:23][C@@H:24]([CH2:28][CH2:29][C:30]1[CH:35]=[CH:34][CH:33]=[CH:32][CH:31]=1)[C:25]([NH:11][C:10]1[CH:12]=[CH:13][C:7]([O:6][C:5]2[CH:14]=[CH:15][C:2]([Cl:1])=[CH:3][CH:4]=2)=[CH:8][CH:9]=1)=[O:26]. The yield is 0.940. (4) The reactants are [CH3:1][O:2][C:3](=[O:10])[CH2:4][CH2:5][CH2:6][C:7](Cl)=[O:8].[CH2:11]([O:13][C:14](=[O:58])[CH2:15][CH2:16][CH2:17][CH2:18][CH2:19][NH:20][C:21]([NH:23][C:24]1[CH:29]=[C:28]([CH3:30])[C:27]([C:31]2[CH:36]=[CH:35][CH:34]=[C:33]([S:37]([C:40]3[CH:44]=[C:43]([C:45]([NH:47][C:48]([O:50][C:51]([CH3:54])([CH3:53])[CH3:52])=[O:49])=[NH:46])[S:42][C:41]=3[S:55][CH3:56])(=[O:39])=[O:38])[CH:32]=2)=[C:26]([NH2:57])[CH:25]=1)=[O:22])[CH3:12].C(N(CC)CC)C. The catalyst is C(Cl)Cl.CCOC(C)=O. The product is [CH2:11]([O:13][C:14](=[O:58])[CH2:15][CH2:16][CH2:17][CH2:18][CH2:19][NH:20][C:21]([NH:23][C:24]1[CH:29]=[C:28]([CH3:30])[C:27]([C:31]2[CH:36]=[CH:35][CH:34]=[C:33]([S:37]([C:40]3[CH:44]=[C:43]([C:45]([NH:47][C:48]([O:50][C:51]([CH3:52])([CH3:53])[CH3:54])=[O:49])=[NH:46])[S:42][C:41]=3[S:55][CH3:56])(=[O:39])=[O:38])[CH:32]=2)=[C:26]([NH:57][C:7](=[O:8])[CH2:6][CH2:5][CH2:4][C:3]([O:2][CH3:1])=[O:10])[CH:25]=1)=[O:22])[CH3:12]. The yield is 0.545. (5) The reactants are [CH2:1]([N:3]([CH2:14][CH3:15])[CH2:4][CH2:5][O:6][C:7]1[CH:12]=[CH:11][C:10]([NH2:13])=[CH:9][CH:8]=1)[CH3:2].[CH3:16][C:17]1[CH:25]=[CH:24][CH:23]=[C:22]2[C:18]=1[C:19](=[CH:27]O)[C:20](=[O:26])[NH:21]2. The yield is 0.230. The product is [CH2:14]([N:3]([CH2:1][CH3:2])[CH2:4][CH2:5][O:6][C:7]1[CH:8]=[CH:9][C:10]([NH:13][CH:27]=[C:19]2[C:18]3[C:22](=[CH:23][CH:24]=[CH:25][C:17]=3[CH3:16])[NH:21][C:20]2=[O:26])=[CH:11][CH:12]=1)[CH3:15]. No catalyst specified. (6) The yield is 0.900. The product is [Cl:1][C:2]1[CH:7]=[CH:6][CH:5]=[CH:4][C:3]=1[C@@H:8]([OH:32])[C@H:9]([OH:79])[CH3:10]. The reactants are [Cl:1][C:2]1[CH:7]=[CH:6][CH:5]=[CH:4][C:3]=1/[CH:8]=[CH:9]/[CH3:10].CC[C@H]1[C@H]2C[C@H]([C@H](OC3C4C(=CC=CC=4)C(O[C@H](C4C=CN=C5C=4C=C(OC)C=C5)[C@@H]4N5C[C@H](CC)[C@@H](CC5)C4)=NN=3)C3C=CN=C4C=3C=C([O:32]C)C=C4)N(CC2)C1.CS(N)(=O)=O.CC(O)(C)C.[OH2:79]. No catalyst specified. (7) The reactants are [C:1]([C:4]1[CH:5]=[C:6]([C:9](=[O:14])[C:10]([Cl:13])([Cl:12])[Cl:11])[NH:7][CH:8]=1)(=[O:3])[CH3:2].[N+:15]([O-])([OH:17])=[O:16]. The catalyst is S(=O)(=O)(O)O. The product is [C:1]([C:4]1[CH:5]=[C:6]([C:9](=[O:14])[C:10]([Cl:12])([Cl:11])[Cl:13])[NH:7][C:8]=1[N+:15]([O-:17])=[O:16])(=[O:3])[CH3:2]. The yield is 0.926. (8) The reactants are C(O)(C(F)(F)F)=O.C(OC(=O)[NH:14][CH2:15][C:16]1([C:19]2[O:20][C:21]([CH:24]3[CH2:30][CH2:29][C@@H:28]4[CH2:31][N:25]3[C:26](=[O:40])[N:27]4[O:32][CH2:33][C:34]3[CH:39]=[CH:38][CH:37]=[CH:36][CH:35]=3)=[N:22][N:23]=2)[CH2:18][CH2:17]1)(C)(C)C. The catalyst is C(Cl)Cl. The product is [NH2:14][CH2:15][C:16]1([C:19]2[O:20][C:21]([CH:24]3[CH2:30][CH2:29][C@@H:28]4[CH2:31][N:25]3[C:26](=[O:40])[N:27]4[O:32][CH2:33][C:34]3[CH:39]=[CH:38][CH:37]=[CH:36][CH:35]=3)=[N:22][N:23]=2)[CH2:17][CH2:18]1. The yield is 0.990. (9) The reactants are [Cl:1][C:2]1[CH:7]=[CH:6][C:5]([CH2:8][NH:9][C:10]([C:12]2[NH:13][C:14]3[C:19]([CH:20]=2)=[CH:18][C:17]([O:21][CH2:22][C@@H:23]2[O:28][CH2:27][CH2:26][NH:25][CH2:24]2)=[CH:16][CH:15]=3)=[O:11])=[C:4]([F:29])[C:3]=1[O:30][C:31]1[CH:36]=[C:35]([C:37]#[N:38])[CH:34]=[C:33]([Cl:39])[CH:32]=1.Cl. The catalyst is CO.CCOCC. The product is [ClH:1].[Cl:1][C:2]1[CH:7]=[CH:6][C:5]([CH2:8][NH:9][C:10]([C:12]2[NH:13][C:14]3[C:19]([CH:20]=2)=[CH:18][C:17]([O:21][CH2:22][C@@H:23]2[O:28][CH2:27][CH2:26][NH:25][CH2:24]2)=[CH:16][CH:15]=3)=[O:11])=[C:4]([F:29])[C:3]=1[O:30][C:31]1[CH:36]=[C:35]([C:37]#[N:38])[CH:34]=[C:33]([Cl:39])[CH:32]=1. The yield is 0.940. (10) The reactants are [NH2:1][C:2]1[C:3]([F:10])=[C:4]([OH:9])[CH:5]=[CH:6][C:7]=1[F:8].C([O-])([O-])=O.[Na+].[Na+].Br[CH2:18][C:19]([O:21][CH2:22][CH3:23])=[O:20]. The catalyst is CN(C=O)C.O. The product is [NH2:1][C:2]1[C:3]([F:10])=[C:4]([CH:5]=[CH:6][C:7]=1[F:8])[O:9][CH2:18][C:19]([O:21][CH2:22][CH3:23])=[O:20]. The yield is 0.710.